This data is from Peptide-MHC class I binding affinity with 185,985 pairs from IEDB/IMGT. The task is: Regression. Given a peptide amino acid sequence and an MHC pseudo amino acid sequence, predict their binding affinity value. This is MHC class I binding data. (1) The peptide sequence is SPFKYAAAF. The MHC is Mamu-A2201 with pseudo-sequence Mamu-A2201. The binding affinity (normalized) is 1.00. (2) The peptide sequence is QQLESNLVM. The MHC is HLA-B15:02 with pseudo-sequence HLA-B15:02. The binding affinity (normalized) is 0.564. (3) The peptide sequence is WKFDSRLAL. The MHC is HLA-B57:01 with pseudo-sequence HLA-B57:01. The binding affinity (normalized) is 0. (4) The peptide sequence is SSYSNRFL. The MHC is H-2-Kb with pseudo-sequence H-2-Kb. The binding affinity (normalized) is 0.656. (5) The MHC is HLA-B08:03 with pseudo-sequence HLA-B08:03. The binding affinity (normalized) is 0.0847. The peptide sequence is NHHPRARSM. (6) The peptide sequence is MEFEPFQSL. The MHC is HLA-C04:01 with pseudo-sequence HLA-C04:01. The binding affinity (normalized) is 0.213. (7) The peptide sequence is HVIYFTAFT. The MHC is HLA-A02:12 with pseudo-sequence HLA-A02:12. The binding affinity (normalized) is 0.0847.